This data is from Catalyst prediction with 721,799 reactions and 888 catalyst types from USPTO. The task is: Predict which catalyst facilitates the given reaction. (1) Reactant: [CH2:1]([C:4]1([C:21]2[CH:26]=[CH:25][C:24]([F:27])=[CH:23][CH:22]=2)[C:13]2[C:8](=[CH:9][CH:10]=[C:11]([Cl:14])[CH:12]=2)[NH:7][C:6](=[O:15])[N:5]1[CH2:16][C:17]([F:20])([F:19])[F:18])[CH:2]=[CH2:3]. Product: [Cl:14][C:11]1[CH:12]=[C:13]2[C:8](=[CH:9][CH:10]=1)[NH:7][C:6](=[O:15])[N:5]([CH2:16][C:17]([F:19])([F:18])[F:20])[C:4]2([C:21]1[CH:22]=[CH:23][C:24]([F:27])=[CH:25][CH:26]=1)[CH2:1][CH2:2][CH3:3]. The catalyst class is: 78. (2) Reactant: Br.[Br:2][CH2:3][CH2:4][NH2:5].CCN(CC)CC.[CH3:13][C:14]([O:17][C:18](O[C:18]([O:17][C:14]([CH3:16])([CH3:15])[CH3:13])=[O:19])=[O:19])([CH3:16])[CH3:15]. Product: [Br:2][CH2:3][CH2:4][NH:5][C:18](=[O:19])[O:17][C:14]([CH3:16])([CH3:15])[CH3:13]. The catalyst class is: 2. (3) Reactant: [F:1][C:2]1[C:3]([NH:19][C@@H:20]2[CH2:25][CH2:24][CH2:23][N:22]([C:26](=[O:29])[CH:27]=[CH2:28])[CH2:21]2)=[N:4][C:5]([NH:8][C:9]2[CH:10]=[C:11]3[C:16](=[CH:17][CH:18]=2)[CH2:15][NH:14][CH2:13][CH2:12]3)=[N:6][CH:7]=1.CCN(C(C)C)C(C)C.[C:39](Cl)(=[O:41])[CH3:40]. Product: [C:39]([N:14]1[CH2:13][CH2:12][C:11]2[C:16](=[CH:17][CH:18]=[C:9]([NH:8][C:5]3[N:4]=[C:3]([NH:19][C@@H:20]4[CH2:25][CH2:24][CH2:23][N:22]([C:26](=[O:29])[CH:27]=[CH2:28])[CH2:21]4)[C:2]([F:1])=[CH:7][N:6]=3)[CH:10]=2)[CH2:15]1)(=[O:41])[CH3:40]. The catalyst class is: 2. (4) Reactant: [C:1]([C:3]1[O:4][C:5]([C:8]([OH:10])=O)=[CH:6][CH:7]=1)#[N:2].C(Cl)(=O)C(Cl)=O.[NH2:17][C:18]1[CH:23]=[CH:22][CH:21]=[CH:20][C:19]=1[C:24]1[CH:29]=[CH:28][CH:27]=[CH:26][CH:25]=1.CCN(C(C)C)C(C)C.C(=O)(O)[O-].[Na+]. Product: [C:19]1([C:24]2[CH:25]=[CH:26][CH:27]=[CH:28][CH:29]=2)[CH:20]=[CH:21][CH:22]=[CH:23][C:18]=1[NH:17][C:8]([C:5]1[O:4][C:3]([C:1]#[N:2])=[CH:7][CH:6]=1)=[O:10]. The catalyst class is: 139. (5) Reactant: [Cl:1][C:2]1[C:9]([OH:10])=[CH:8][CH:7]=[C:6]([Cl:11])[C:3]=1[CH:4]=[O:5].[C:12](=O)([O-])[O-].[K+].[K+].C(=O)([O-])[O-].[Cs+].[Cs+].IC. Product: [Cl:1][C:2]1[C:9]([O:10][CH3:12])=[CH:8][CH:7]=[C:6]([Cl:11])[C:3]=1[CH:4]=[O:5]. The catalyst class is: 9. (6) Reactant: [CH3:1][O:2][C:3](=[O:24])[CH2:4][N:5]([C:17]([O:19][C:20]([CH3:23])([CH3:22])[CH3:21])=[O:18])[CH2:6][C:7]([N:9]1[CH2:13][CH2:12][CH2:11][CH:10]1[C:14](=O)[NH2:15])=[O:8].N1C=CN=C1.P(Cl)(Cl)(Cl)=O. Product: [CH3:1][O:2][C:3](=[O:24])[CH2:4][N:5]([C:17]([O:19][C:20]([CH3:22])([CH3:21])[CH3:23])=[O:18])[CH2:6][C:7]([N:9]1[CH2:13][CH2:12][CH2:11][CH:10]1[C:14]#[N:15])=[O:8]. The catalyst class is: 17. (7) Reactant: [NH:1]1[CH:5]=[CH:4][N:3]=[N:2]1.[H-].[Na+].I[CH2:9][CH2:10][CH2:11][C:12]1[CH:13]=[C:14]([O:18][CH2:19][C:20]2[CH:25]=[CH:24][CH:23]=[CH:22][CH:21]=2)[CH:15]=[CH:16][CH:17]=1.C(OCC)(=O)C. Product: [CH2:19]([O:18][C:14]1[CH:13]=[C:12]([CH2:11][CH2:10][CH2:9][N:1]2[CH:5]=[CH:4][N:3]=[N:2]2)[CH:17]=[CH:16][CH:15]=1)[C:20]1[CH:21]=[CH:22][CH:23]=[CH:24][CH:25]=1. The catalyst class is: 3. (8) Reactant: [Cl:1][C:2]1[CH:3]=[CH:4][C:5]([C:27]#[N:28])=[C:6]([C:8]2[C:13]([O:14][CH3:15])=[CH:12][N:11]([CH:16]([CH2:20][CH:21]3[CH2:23][C:22]3([F:25])[F:24])[C:17]([OH:19])=O)[C:10](=[O:26])[CH:9]=2)[CH:7]=1.[NH2:29][C:30]1[CH:42]=[CH:41][C:33]([C:34]([O:36][C:37]([CH3:40])([CH3:39])[CH3:38])=[O:35])=[CH:32][CH:31]=1.CC(C)N=C=NC(C)C. Product: [Cl:1][C:2]1[CH:3]=[CH:4][C:5]([C:27]#[N:28])=[C:6]([C:8]2[C:13]([O:14][CH3:15])=[CH:12][N:11]([CH:16]([CH2:20][CH:21]3[CH2:23][C:22]3([F:25])[F:24])[C:17]([NH:29][C:30]3[CH:42]=[CH:41][C:33]([C:34]([O:36][C:37]([CH3:38])([CH3:39])[CH3:40])=[O:35])=[CH:32][CH:31]=3)=[O:19])[C:10](=[O:26])[CH:9]=2)[CH:7]=1. The catalyst class is: 9. (9) Reactant: Cl.[Cl:2][C:3]1[CH:4]=[N:5][N:6]([C:8]2[CH:22]=[CH:21][C:11]([O:12][CH2:13][C@@H:14]3[C@@H:19]([NH2:20])[CH2:18][CH2:17][O:16][CH2:15]3)=[CH:10][CH:9]=2)[CH:7]=1.CCN(CC)CC.[CH:30]1([S:33](Cl)(=[O:35])=[O:34])[CH2:32][CH2:31]1. Product: [Cl:2][C:3]1[CH:4]=[N:5][N:6]([C:8]2[CH:22]=[CH:21][C:11]([O:12][CH2:13][C@@H:14]3[C@@H:19]([NH:20][S:33]([CH:30]4[CH2:32][CH2:31]4)(=[O:35])=[O:34])[CH2:18][CH2:17][O:16][CH2:15]3)=[CH:10][CH:9]=2)[CH:7]=1. The catalyst class is: 251. (10) Reactant: [CH2:1]([O:8][C:9]1[CH:14]=[CH:13][C:12]([CH3:15])=[CH:11][C:10]=1Br)[C:2]1[CH:7]=[CH:6][CH:5]=[CH:4][CH:3]=1.[Li]CCCC.[CH3:22][C@H:23]1[CH2:25][O:24]1.B(F)(F)F.CCOCC. Product: [CH2:1]([O:8][C:9]1[CH:14]=[CH:13][C:12]([CH3:15])=[CH:11][C:10]=1[CH2:22][C@@H:23]([OH:24])[CH3:25])[C:2]1[CH:7]=[CH:6][CH:5]=[CH:4][CH:3]=1. The catalyst class is: 1.